This data is from Full USPTO retrosynthesis dataset with 1.9M reactions from patents (1976-2016). The task is: Predict the reactants needed to synthesize the given product. (1) Given the product [NH2:13][C@H:5]1[CH2:4][CH2:3][C:2]([F:22])([F:1])[CH2:7][C@H:6]1[C:8]([O:10][CH2:11][CH3:12])=[O:9], predict the reactants needed to synthesize it. The reactants are: [F:1][C:2]1([F:22])[CH2:7][C@@H:6]([C:8]([O:10][CH2:11][CH3:12])=[O:9])[C@@H:5]([NH:13][C@H](C2C=CC=CC=2)C)[CH2:4][CH2:3]1. (2) Given the product [CH3:24][S:21]([C:16]1[CH:17]=[CH:18][CH:19]=[CH:20][C:15]=1[C:14]1[CH:13]=[C:12]2[C:7]([N:8]=[CH:9][CH:10]=[N:11]2)=[CH:6][C:5]=1[CH2:4][NH2:1])(=[O:22])=[O:23], predict the reactants needed to synthesize it. The reactants are: [N:1]([CH2:4][C:5]1[CH:6]=[C:7]2[C:12](=[CH:13][C:14]=1[C:15]1[CH:20]=[CH:19][CH:18]=[CH:17][C:16]=1[S:21]([CH3:24])(=[O:23])=[O:22])[N:11]=[CH:10][CH:9]=[N:8]2)=[N+]=[N-].C1(P(C2C=CC=CC=2)C2C=CC=CC=2)C=CC=CC=1.Cl. (3) Given the product [Cl:10][C:11]1[CH:18]=[CH:17][CH:16]=[CH:15][C:12]=1[CH2:13][O:1][C:2]1[CH:9]=[CH:8][CH:7]=[CH:6][C:3]=1[CH:4]=[O:5], predict the reactants needed to synthesize it. The reactants are: [OH:1][C:2]1[CH:9]=[CH:8][CH:7]=[CH:6][C:3]=1[CH:4]=[O:5].[Cl:10][C:11]1[CH:18]=[CH:17][CH:16]=[CH:15][C:12]=1[CH2:13]Cl.C([O-])([O-])=O.[K+].[K+]. (4) Given the product [C:33]([C:2]1[N:6]([CH:7]2[CH2:12][CH2:11][N:10]([C:13]([O:15][CH:16]([CH3:18])[CH3:17])=[O:14])[CH2:9][CH2:8]2)[N:5]=[CH:4][C:3]=1[CH2:19][O:20][C:21]1[CH:26]=[CH:25][C:24]([S:27]([CH3:30])(=[O:29])=[O:28])=[CH:23][C:22]=1[F:31])#[N:34], predict the reactants needed to synthesize it. The reactants are: Br[C:2]1[N:6]([CH:7]2[CH2:12][CH2:11][N:10]([C:13]([O:15][CH:16]([CH3:18])[CH3:17])=[O:14])[CH2:9][CH2:8]2)[N:5]=[CH:4][C:3]=1[CH2:19][O:20][C:21]1[CH:26]=[CH:25][C:24]([S:27]([CH3:30])(=[O:29])=[O:28])=[CH:23][C:22]=1[F:31].[Cu](C#N)[C:33]#[N:34].Cl.O. (5) Given the product [Cl:21][C:22]1[CH:44]=[CH:43][C:25]([CH2:26][NH:27][C:28]([C:30]2[C:31](=[O:42])[C:32]3[CH:39]=[C:38]([CH2:40][N:11]([CH2:12][CH:13]([OH:14])[C:15]4[CH:20]=[CH:19][CH:18]=[CH:17][N:16]=4)[CH3:10])[O:37][C:33]=3[N:34]([CH3:36])[CH:35]=2)=[O:29])=[CH:24][CH:23]=1, predict the reactants needed to synthesize it. The reactants are: C(N(CC)C(C)C)(C)C.[CH3:10][NH:11][CH2:12][CH:13]([C:15]1[CH:20]=[CH:19][CH:18]=[CH:17][N:16]=1)[OH:14].[Cl:21][C:22]1[CH:44]=[CH:43][C:25]([CH2:26][NH:27][C:28]([C:30]2[C:31](=[O:42])[C:32]3[CH:39]=[C:38]([CH2:40]Cl)[O:37][C:33]=3[N:34]([CH3:36])[CH:35]=2)=[O:29])=[CH:24][CH:23]=1.O.